This data is from Forward reaction prediction with 1.9M reactions from USPTO patents (1976-2016). The task is: Predict the product of the given reaction. Given the reactants B([O-])([O-])O[C:3]1[CH:8]=[CH:7][CH:6]=[C:5]([CH3:9])[CH:4]=1.Cl[C:13]1[C:22]([CH3:23])=[CH:21][C:20]2[C:15](=[CH:16][CH:17]=[C:18]([CH3:24])[CH:19]=2)[N:14]=1.C(=O)([O-])[O-].[K+].[K+], predict the reaction product. The product is: [CH3:9][C:5]1[CH:4]=[C:3]([C:13]2[C:22]([CH3:23])=[CH:21][C:20]3[C:15](=[CH:16][CH:17]=[C:18]([CH3:24])[CH:19]=3)[N:14]=2)[CH:8]=[CH:7][CH:6]=1.